Dataset: Catalyst prediction with 721,799 reactions and 888 catalyst types from USPTO. Task: Predict which catalyst facilitates the given reaction. Reactant: Cl[C:2]1[N:7]=[CH:6][C:5]([C:8]([C:10]2[CH:26]=[CH:25][C:24]([O:27][CH3:28])=[CH:23][C:11]=2[O:12][C:13]([CH3:22])([CH3:21])[C:14]([O:16][C:17]([CH3:20])([CH3:19])[CH3:18])=[O:15])=[O:9])=[CH:4][CH:3]=1.[C:29]1([CH2:35][CH2:36][OH:37])[CH:34]=[CH:33][CH:32]=[CH:31][CH:30]=1.[H-].[Na+].[Cl-].[NH4+]. Product: [CH3:28][O:27][C:24]1[CH:25]=[CH:26][C:10]([C:8]([C:5]2[CH:6]=[N:7][C:2]([O:37][CH2:36][CH2:35][C:29]3[CH:34]=[CH:33][CH:32]=[CH:31][CH:30]=3)=[CH:3][CH:4]=2)=[O:9])=[C:11]([CH:23]=1)[O:12][C:13]([CH3:22])([CH3:21])[C:14]([O:16][C:17]([CH3:20])([CH3:19])[CH3:18])=[O:15]. The catalyst class is: 9.